Dataset: Plasma protein binding rate (PPBR) regression data from AstraZeneca. Task: Regression/Classification. Given a drug SMILES string, predict its absorption, distribution, metabolism, or excretion properties. Task type varies by dataset: regression for continuous measurements (e.g., permeability, clearance, half-life) or binary classification for categorical outcomes (e.g., BBB penetration, CYP inhibition). For this dataset (ppbr_az), we predict Y. (1) The compound is CNc1c(Br)cnc2[nH]c(-c3ccc(OCCN4CCOCC4)cc3)nc12. The Y is 98.5 %. (2) The compound is c1ccc2c(c1)CCC[C@H]2Nc1nc2ccccc2[nH]1. The Y is 99.3 %. (3) The molecule is CCNc1cc(C(=O)N[C@@H](Cc2ccccc2)[C@H](O)CNCc2cccc(C(F)(F)F)c2)c(F)c(N2CCCCS2(=O)=O)c1. The Y is 98.8 %. (4) The compound is Cc1cc(Nc2nc(N[C@@H](C)c3ccc(F)cn3)c(C#N)nc2C)n[nH]1. The Y is 82.7 %. (5) The drug is O=C(O)COc1ccccc1N1CCC(CN2CCC(Oc3ccc(Cl)c(Cl)c3)CC2)CC1. The Y is 98.9 %. (6) The compound is Cc1ncsc1C(=O)N(Cc1cc(=O)[nH]c2c(F)cccc12)c1cccc(Cl)c1. The Y is 97.9 %. (7) The drug is O=C1N(c2ccccc2)c2ccccc2C1(Cc1ccncc1)Cc1ccncc1. The Y is 99.6 %.